Dataset: Full USPTO retrosynthesis dataset with 1.9M reactions from patents (1976-2016). Task: Predict the reactants needed to synthesize the given product. The reactants are: [Cl:1][C:2]1[CH:7]=[CH:6][C:5]([C@H:8]([NH:11][S@@](C(C)(C)C)=O)[CH2:9][CH3:10])=[C:4]([F:18])[C:3]=1[O:19][C:20]1[CH:25]=[CH:24][C:23]([C:26]2[O:30][CH:29]=[N:28][CH:27]=2)=[CH:22][CH:21]=1.Cl.FC1C(OC2C=CC=CC=2)=C(F)C=CC=1C(N)CC. Given the product [ClH:1].[Cl:1][C:2]1[CH:7]=[CH:6][C:5]([C@H:8]([NH2:11])[CH2:9][CH3:10])=[C:4]([F:18])[C:3]=1[O:19][C:20]1[CH:25]=[CH:24][C:23]([C:26]2[O:30][CH:29]=[N:28][CH:27]=2)=[CH:22][CH:21]=1, predict the reactants needed to synthesize it.